From a dataset of Forward reaction prediction with 1.9M reactions from USPTO patents (1976-2016). Predict the product of the given reaction. (1) Given the reactants [NH2:1][C:2]1[N:7]=[CH:6][N:5]=[C:4]([C:8]2[C:9]([NH:14][C:15]3[CH:16]=[C:17]([NH2:22])[CH:18]=[CH:19][C:20]=3[CH3:21])=[N:10][CH:11]=[CH:12][CH:13]=2)[CH:3]=1.CCN(C(C)C)C(C)C.CN(C(ON1N=NC2C=CC=NC1=2)=[N+](C)C)C.F[P-](F)(F)(F)(F)F.[CH3:56][C:57]1[N:58]=[CH:59][N:60]([C:62]2[CH:63]=[C:64]([CH:68]=[C:69]([C:71]([F:74])([F:73])[F:72])[CH:70]=2)[C:65](O)=[O:66])[CH:61]=1, predict the reaction product. The product is: [NH2:1][C:2]1[N:7]=[CH:6][N:5]=[C:4]([C:8]2[C:9]([NH:14][C:15]3[CH:16]=[C:17]([NH:22][C:65](=[O:66])[C:64]4[CH:68]=[C:69]([C:71]([F:72])([F:73])[F:74])[CH:70]=[C:62]([N:60]5[CH:61]=[C:57]([CH3:56])[N:58]=[CH:59]5)[CH:63]=4)[CH:18]=[CH:19][C:20]=3[CH3:21])=[N:10][CH:11]=[CH:12][CH:13]=2)[CH:3]=1. (2) Given the reactants [C:1]([BH3-])#N.[Na+].C1COCC1.[CH:10]1([C:16]2[C:17]3[CH:18]=[CH:19][C:20]([C:49]([NH:51][S:52]([CH:55]4[CH2:57][CH2:56]4)(=[O:54])=[O:53])=[O:50])=[CH:21][C:22]=3[N:23]3[CH2:29][C:28]([C:30]([N:32]4[CH2:39][C:38]56[CH2:40][NH:41][CH2:42][C:34]5([CH2:35][O:36][CH2:37]6)[CH2:33]4)=[O:31])=[CH:27][C:26]4[CH:43]=[C:44]([O:47][CH3:48])[CH:45]=[CH:46][C:25]=4[C:24]=23)[CH2:15][CH2:14][CH2:13][CH2:12][CH2:11]1.C=O, predict the reaction product. The product is: [CH:10]1([C:16]2[C:17]3[CH:18]=[CH:19][C:20]([C:49]([NH:51][S:52]([CH:55]4[CH2:57][CH2:56]4)(=[O:53])=[O:54])=[O:50])=[CH:21][C:22]=3[N:23]3[CH2:29][C:28]([C:30]([N:32]4[CH2:39][C:38]56[CH2:40][N:41]([CH3:1])[CH2:42][C:34]5([CH2:35][O:36][CH2:37]6)[CH2:33]4)=[O:31])=[CH:27][C:26]4[CH:43]=[C:44]([O:47][CH3:48])[CH:45]=[CH:46][C:25]=4[C:24]=23)[CH2:11][CH2:12][CH2:13][CH2:14][CH2:15]1. (3) Given the reactants [CH3:1][CH:2]([O:4][C:5]1[CH:12]=[CH:11][C:10](B2OC(C)(C)C(C)(C)O2)=[CH:9][C:6]=1[C:7]#[N:8])[CH3:3].Br[C:23]1[S:24][CH:25]=[CH:26][N:27]=1.C(=O)([O-])[O-].[Cs+].[Cs+].O, predict the reaction product. The product is: [CH3:3][CH:2]([O:4][C:5]1[CH:12]=[CH:11][C:10]([C:23]2[S:24][CH:25]=[CH:26][N:27]=2)=[CH:9][C:6]=1[C:7]#[N:8])[CH3:1]. (4) Given the reactants [F:1][C:2]1[CH:3]=[N:4][C:5]([O:11][C:12]2[CH:17]=[CH:16][C:15]([F:18])=[CH:14][CH:13]=2)=[C:6]([CH:10]=1)[C:7]([OH:9])=O.[Br:19][C:20]1[CH:25]=[CH:24][C:23]([CH:26]([NH2:28])[CH3:27])=[CH:22][CH:21]=1, predict the reaction product. The product is: [Br:19][C:20]1[CH:25]=[CH:24][C:23]([CH:26]([NH:28][C:7](=[O:9])[C:6]2[CH:10]=[C:2]([F:1])[CH:3]=[N:4][C:5]=2[O:11][C:12]2[CH:17]=[CH:16][C:15]([F:18])=[CH:14][CH:13]=2)[CH3:27])=[CH:22][CH:21]=1. (5) Given the reactants [C:1]1([N:7]2[C:15]([NH2:16])=[C:14]3[C:9]([CH:10]=[CH:11][CH:12]=[CH:13]3)=[N:8]2)[CH:6]=[CH:5][CH:4]=[CH:3][CH:2]=1.[C:17]1(=O)[CH2:22][CH2:21][CH2:20][CH2:19][CH2:18]1.C(O)(=O)C.[Na], predict the reaction product. The product is: [CH:17]1([NH:16][C:15]2[N:7]([C:1]3[CH:2]=[CH:3][CH:4]=[CH:5][CH:6]=3)[N:8]=[C:9]3[C:14]=2[CH:13]=[CH:12][CH:11]=[CH:10]3)[CH2:22][CH2:21][CH2:20][CH2:19][CH2:18]1. (6) Given the reactants [N+:1]([C:4]1[CH:17]=[CH:16][C:7]([NH:8][CH2:9][C:10]2[CH:15]=[CH:14][CH:13]=[CH:12][N:11]=2)=[CH:6][CH:5]=1)([O-:3])=[O:2].CCN(C(C)C)C(C)C.[CH3:27][C:28]([O:31][C:32](O[C:32]([O:31][C:28]([CH3:30])([CH3:29])[CH3:27])=[O:33])=[O:33])([CH3:30])[CH3:29], predict the reaction product. The product is: [N+:1]([C:4]1[CH:17]=[CH:16][C:7]([N:8]([CH2:9][C:10]2[CH:15]=[CH:14][CH:13]=[CH:12][N:11]=2)[C:32](=[O:33])[O:31][C:28]([CH3:30])([CH3:29])[CH3:27])=[CH:6][CH:5]=1)([O-:3])=[O:2]. (7) Given the reactants [CH3:1][N:2]([CH3:22])[C:3]([CH2:5][CH2:6][CH2:7][C:8]#[C:9][C:10]1[CH:11]=[C:12]([CH:19]=[CH:20][CH:21]=1)[C:13]([NH:15][CH2:16][CH2:17][F:18])=[O:14])=[O:4], predict the reaction product. The product is: [CH3:22][N:2]([CH3:1])[C:3]([CH2:5][CH2:6][CH2:7][CH:8]=[CH:9][C:10]1[CH:11]=[C:12]([CH:19]=[CH:20][CH:21]=1)[C:13]([NH:15][CH2:16][CH2:17][F:18])=[O:14])=[O:4]. (8) Given the reactants [CH3:1][O:2][C:3]1[CH:10]=[C:9]([O:11][CH3:12])[CH:8]=[CH:7][C:4]=1[CH2:5][NH2:6].N1C=CC=CC=1.[F:19][C:20]1[CH:25]=[C:24]([F:26])[CH:23]=[C:22]([F:27])[C:21]=1[S:28](Cl)(=[O:30])=[O:29].[C:32](O[C:32]([O:34][C:35]([CH3:38])([CH3:37])[CH3:36])=[O:33])([O:34][C:35]([CH3:38])([CH3:37])[CH3:36])=[O:33].CN(C1C=CC=CN=1)C, predict the reaction product. The product is: [CH3:1][O:2][C:3]1[CH:10]=[C:9]([O:11][CH3:12])[CH:8]=[CH:7][C:4]=1[CH2:5][N:6]([S:28]([C:21]1[C:20]([F:19])=[CH:25][C:24]([F:26])=[CH:23][C:22]=1[F:27])(=[O:30])=[O:29])[C:32](=[O:33])[O:34][C:35]([CH3:38])([CH3:37])[CH3:36].